This data is from Full USPTO retrosynthesis dataset with 1.9M reactions from patents (1976-2016). The task is: Predict the reactants needed to synthesize the given product. (1) Given the product [NH2:3][C:4]1[C:9]([F:10])=[C:8]([C:11]2[CH:16]=[CH:15][C:14]([I:1])=[CH:13][CH:12]=2)[N:7]=[C:6]([C:21]([O:23][CH3:24])=[O:22])[C:5]=1[Cl:25], predict the reactants needed to synthesize it. The reactants are: [I:1]Cl.[NH2:3][C:4]1[C:9]([F:10])=[C:8]([C:11]2[CH:16]=[CH:15][C:14]([Si](C)(C)C)=[CH:13][CH:12]=2)[N:7]=[C:6]([C:21]([O:23][CH3:24])=[O:22])[C:5]=1[Cl:25]. (2) Given the product [F:1][C:2]1[CH:3]=[C:4]([N:9]2[CH2:13][C@H:12]([CH2:14][OH:15])[O:11][C:10]2=[O:16])[CH:5]=[CH:6][C:7]=1[C:19]1[S:23][C:22]([C:24]2[CH2:28][CH:27]([CH2:29][OH:30])[O:26][N:25]=2)=[CH:21][CH:20]=1, predict the reactants needed to synthesize it. The reactants are: [F:1][C:2]1[CH:3]=[C:4]([N:9]2[CH2:13][C@H:12]([CH2:14][OH:15])[O:11][C:10]2=[O:16])[CH:5]=[CH:6][C:7]=1I.C[Sn](C)(C)[C:19]1[S:23][C:22]([C:24]2[CH2:28][CH:27]([CH2:29][OH:30])[O:26][N:25]=2)=[CH:21][CH:20]=1.O1C=CC=C1P(C1OC=CC=1)C1OC=CC=1.